From a dataset of Forward reaction prediction with 1.9M reactions from USPTO patents (1976-2016). Predict the product of the given reaction. The product is: [CH2:1]([O:8][C:9](=[O:38])[C@@H:10]([NH:30][C:31]([O:33][C:34]([CH3:37])([CH3:36])[CH3:35])=[O:32])[CH2:11][CH2:12][C:13]1[N:23]([CH2:24][CH2:25][CH2:26][CH2:27][CH3:28])[C:16]2[CH:17]=[C:18]([Cl:22])[C:19]([Cl:21])=[CH:20][C:15]=2[N:14]=1)[C:2]1[CH:7]=[CH:6][CH:5]=[CH:4][CH:3]=1. Given the reactants [CH2:1]([O:8][C:9](=[O:38])[CH:10]([NH:30][C:31]([O:33][C:34]([CH3:37])([CH3:36])[CH3:35])=[O:32])[CH2:11][CH2:12][C:13](=O)[NH:14][C:15]1[CH:20]=[C:19]([Cl:21])[C:18]([Cl:22])=[CH:17][C:16]=1[NH:23][CH2:24][CH2:25][CH2:26][CH2:27][CH3:28])[C:2]1[CH:7]=[CH:6][CH:5]=[CH:4][CH:3]=1, predict the reaction product.